This data is from Reaction yield outcomes from USPTO patents with 853,638 reactions. The task is: Predict the reaction yield, written as a fraction of the theoretical maximum amount of product (1.0 means a 100% yield; for example, 0.34 means a 34% yield). The reactants are [Li][CH2:2][CH2:3][CH2:4][CH3:5].[CH3:6][O:7][C:8]1[CH:9]=[C:10]([CH:13]=[C:14]([O:16][CH3:17])[CH:15]=1)C=O. The product is [CH:2](/[C:10]1[CH:9]=[C:8]([O:7][CH3:6])[CH:15]=[C:14]([O:16][CH3:17])[CH:13]=1)=[CH:3]\[CH2:4][CH3:5]. The catalyst is C1COCC1. The yield is 0.757.